Dataset: Full USPTO retrosynthesis dataset with 1.9M reactions from patents (1976-2016). Task: Predict the reactants needed to synthesize the given product. (1) Given the product [F:29][C:30]1[CH:35]=[CH:34][C:33]([S:36]([NH:8][C:9]2[CH:18]=[CH:17][C:16]3[NH:15][C:14](=[O:19])[C:13]4[NH:20][CH:21]=[CH:22][C:12]=4[C:11]=3[CH:10]=2)(=[O:38])=[O:37])=[CH:32][CH:31]=1.[CH2:24]([C:26]([O-:28])=[O:27])[CH3:25], predict the reactants needed to synthesize it. The reactants are: C(N(CC)CC)C.[NH2:8][C:9]1[CH:18]=[CH:17][C:16]2[NH:15][C:14](=[O:19])[C:13]3[NH:20][CH:21]=[CH:22][C:12]=3[C:11]=2[CH:10]=1.Cl.[CH2:24]([C:26]([OH:28])=[O:27])[CH3:25].[F:29][C:30]1[CH:35]=[CH:34][C:33]([S:36](Cl)(=[O:38])=[O:37])=[CH:32][CH:31]=1. (2) Given the product [Cl:1][C:2]1[CH:7]=[C:6]([CH2:8][C:9]([OH:11])=[O:10])[CH:5]=[CH:4][N:3]=1, predict the reactants needed to synthesize it. The reactants are: [Cl:1][C:2]1[CH:7]=[C:6]([CH:8](C(OCC)=O)[C:9]([O:11]CC)=[O:10])[CH:5]=[CH:4][N:3]=1. (3) Given the product [C:30]1([CH:7]([C:1]2[CH:6]=[CH:5][CH:4]=[CH:3][CH:2]=2)[CH2:8][NH:9][C:10]2[N:18]=[C:17]([C:19]([OH:21])=[O:20])[N:16]=[C:15]3[C:11]=2[N:12]=[CH:13][N:14]3[CH:24]2[CH2:29][CH2:28][CH2:27][CH2:26][O:25]2)[CH:31]=[CH:32][CH:33]=[CH:34][CH:35]=1, predict the reactants needed to synthesize it. The reactants are: [C:1]1([CH:7]([C:30]2[CH:35]=[CH:34][CH:33]=[CH:32][CH:31]=2)[CH2:8][NH:9][C:10]2[N:18]=[C:17]([C:19]([O:21]CC)=[O:20])[N:16]=[C:15]3[C:11]=2[N:12]=[CH:13][N:14]3[CH:24]2[CH2:29][CH2:28][CH2:27][CH2:26][O:25]2)[CH:6]=[CH:5][CH:4]=[CH:3][CH:2]=1.O.[OH-].[Na+].Cl. (4) The reactants are: C(O[C:4](=[O:35])[C:5]1[CH:10]=[CH:9][CH:8]=[CH:7][C:6]=1[NH:11][C:12]1[C:17]([Cl:18])=[CH:16][N:15]=[C:14]([NH:19][C:20]2[CH:34]=[CH:33][C:23]3[CH2:24][CH2:25][N:26]([CH2:29][CH2:30][O:31][CH3:32])[CH2:27][CH2:28][C:22]=3[CH:21]=2)[N:13]=1)C.[CH3:36][N:37]([CH3:43])[CH2:38][CH2:39][CH2:40][CH2:41][NH2:42]. Given the product [Cl:18][C:17]1[C:12]([NH:11][C:6]2[CH:7]=[CH:8][CH:9]=[CH:10][C:5]=2[C:4]([NH:42][CH2:41][CH2:40][CH2:39][CH2:38][N:37]([CH3:43])[CH3:36])=[O:35])=[N:13][C:14]([NH:19][C:20]2[CH:34]=[CH:33][C:23]3[CH2:24][CH2:25][N:26]([CH2:29][CH2:30][O:31][CH3:32])[CH2:27][CH2:28][C:22]=3[CH:21]=2)=[N:15][CH:16]=1, predict the reactants needed to synthesize it.